This data is from Forward reaction prediction with 1.9M reactions from USPTO patents (1976-2016). The task is: Predict the product of the given reaction. (1) The product is: [CH2:15]([NH:14][C:12]([NH:11][C:9]1[N:10]=[C:6]2[CH:5]=[C:4]([C:17]3[CH:18]=[N:19][CH:20]=[CH:21][CH:22]=3)[CH:3]=[C:2]([C:28]3[CH:29]=[N:30][C:25]([O:24][CH3:23])=[CH:26][CH:27]=3)[N:7]2[N:8]=1)=[O:13])[CH3:16]. Given the reactants Cl[C:2]1[N:7]2[N:8]=[C:9]([NH:11][C:12]([NH:14][CH2:15][CH3:16])=[O:13])[N:10]=[C:6]2[CH:5]=[C:4]([C:17]2[CH:18]=[N:19][CH:20]=[CH:21][CH:22]=2)[CH:3]=1.[CH3:23][O:24][C:25]1[N:30]=[CH:29][C:28](B(O)O)=[CH:27][CH:26]=1.C(=O)([O-])[O-].[Na+].[Na+], predict the reaction product. (2) Given the reactants [CH:1]1([C:4]2[C:5]([N:13]3[CH2:18][CH2:17][N:16]([C:19]([C:21]4[CH:26]=[CH:25][C:24](I)=[CH:23][CH:22]=4)=[O:20])[CH2:15][CH2:14]3)=[N:6][CH:7]=[C:8]([CH:10]3[CH2:12][CH2:11]3)[CH:9]=2)[CH2:3][CH2:2]1.[CH3:28][C@@H:29]1[O:33][C:32](=[O:34])[NH:31][CH2:30]1, predict the reaction product. The product is: [CH:1]1([C:4]2[C:5]([N:13]3[CH2:18][CH2:17][N:16]([C:19]([C:21]4[CH:26]=[CH:25][C:24]([N:31]5[CH2:30][C@H:29]([CH3:28])[O:33][C:32]5=[O:34])=[CH:23][CH:22]=4)=[O:20])[CH2:15][CH2:14]3)=[N:6][CH:7]=[C:8]([CH:10]3[CH2:12][CH2:11]3)[CH:9]=2)[CH2:3][CH2:2]1. (3) Given the reactants [OH-:1].[Na+].OO.[C:5]([C:7]1([NH:27][C:28](=O)[CH3:29])[CH2:12][CH2:11][CH:10]([NH:13][S:14]([C:17]2[CH:22]=[CH:21][C:20]([O:23][CH2:24][CH3:25])=[C:19]([CH3:26])[CH:18]=2)(=[O:16])=[O:15])[CH2:9][CH2:8]1)#[N:6], predict the reaction product. The product is: [CH2:24]([O:23][C:20]1[CH:21]=[CH:22][C:17]([S:14]([NH:13][CH:10]2[CH2:9][CH2:8][C:7]3([N:27]=[C:28]([CH3:29])[NH:6][C:5]3=[O:1])[CH2:12][CH2:11]2)(=[O:15])=[O:16])=[CH:18][C:19]=1[CH3:26])[CH3:25]. (4) Given the reactants [I:1][C:2]1[CH:10]=[CH:9][CH:8]=[CH:7][C:3]=1[C:4]([OH:6])=O.C1C=CC2N(O)N=NC=2C=1.CCN=C=NCCCN(C)C.Cl.C(N(CC)CC)C.[CH3:40][O:41][C:42](=[O:52])[CH:43]([NH2:51])[C:44]1[CH:49]=[CH:48][CH:47]=[CH:46][C:45]=1[I:50], predict the reaction product. The product is: [CH3:40][O:41][C:42](=[O:52])[CH:43]([NH:51][C:4](=[O:6])[C:3]1[CH:7]=[CH:8][CH:9]=[CH:10][C:2]=1[I:1])[C:44]1[CH:49]=[CH:48][CH:47]=[CH:46][C:45]=1[I:50]. (5) The product is: [CH2:43]([O:42][C:40](=[O:41])[N:18]([CH2:17][C@H:16]([OH:32])[CH2:15][N:14]1[C:13](=[O:33])[C:12]2=[CH:34][CH:35]=[CH:36][CH:37]=[C:11]2[C:10]1=[O:38])[C:19]1[CH:24]=[CH:23][C:22]([N:25]2[CH2:26][CH2:27][O:28][CH2:29][CH2:30]2)=[C:21]([F:31])[CH:20]=1)[CH3:44]. Given the reactants C(N(C(C)C)C(C)C)C.[C:10]1(=[O:38])[N:14]([CH2:15][C@H:16]([OH:32])[CH2:17][NH:18][C:19]2[CH:24]=[CH:23][C:22]([N:25]3[CH2:30][CH2:29][O:28][CH2:27][CH2:26]3)=[C:21]([F:31])[CH:20]=2)[C:13](=[O:33])[C:12]2=[CH:34][CH:35]=[CH:36][CH:37]=[C:11]12.Cl[C:40]([O:42][CH2:43][CH3:44])=[O:41], predict the reaction product. (6) Given the reactants [C:1]([O:9][C@@H:10]1[C:14](=[O:15])[C@H:13]([O:16][C:17](=[O:24])[C:18]2[CH:23]=[CH:22][CH:21]=[CH:20][CH:19]=2)[C@@H:12]([CH2:25][O:26][C:27](=[O:34])[C:28]2[CH:33]=[CH:32][CH:31]=[CH:30][CH:29]=2)[O:11]1)(=[O:8])[C:2]1[CH:7]=[CH:6][CH:5]=[CH:4][CH:3]=1.[C:35]([Mg]Br)#[CH:36], predict the reaction product. The product is: [C:1]([O:9][C@@H:10]1[C@:14]([C:35]#[CH:36])([OH:15])[C@H:13]([O:16][C:17](=[O:24])[C:18]2[CH:23]=[CH:22][CH:21]=[CH:20][CH:19]=2)[C@@H:12]([CH2:25][O:26][C:27](=[O:34])[C:28]2[CH:29]=[CH:30][CH:31]=[CH:32][CH:33]=2)[O:11]1)(=[O:8])[C:2]1[CH:7]=[CH:6][CH:5]=[CH:4][CH:3]=1. (7) Given the reactants [CH3:1][O:2][C:3]1[CH:8]=[C:7]([O:9][CH2:10][C:11]2[S:15][C:14]([C:16]3[CH:21]=[CH:20][C:19]([C:22]([F:25])([F:24])[F:23])=[CH:18][CH:17]=3)=[N:13][C:12]=2[CH2:26][S:27][CH3:28])[CH:6]=[CH:5][C:4]=1[C:29]1[NH:33][C:32](=[O:34])[O:31][N:30]=1.[OH2:35].[OH:36]OS([O-])=O.[K+], predict the reaction product. The product is: [CH3:28][S:27]([CH2:26][C:12]1[N:13]=[C:14]([C:16]2[CH:21]=[CH:20][C:19]([C:22]([F:23])([F:24])[F:25])=[CH:18][CH:17]=2)[S:15][C:11]=1[CH2:10][O:9][C:7]1[CH:6]=[CH:5][C:4]([C:29]2[NH:33][C:32](=[O:34])[O:31][N:30]=2)=[C:3]([O:2][CH3:1])[CH:8]=1)(=[O:36])=[O:35].